From a dataset of Reaction yield outcomes from USPTO patents with 853,638 reactions. Predict the reaction yield, written as a fraction of the theoretical maximum amount of product (1.0 means a 100% yield; for example, 0.34 means a 34% yield). (1) The product is [Cl:1][C:2]1[CH:3]=[CH:4][C:5]2[NH:11][C:10]3[CH:12]=[CH:13][CH:14]=[CH:15][C:9]=3[C:8]([N:22]3[CH2:23][CH2:24][N:19]([CH3:18])[CH2:20][CH2:21]3)=[N:7][C:6]=2[CH:17]=1. The catalyst is O1CCOCC1. The reactants are [Cl:1][C:2]1[CH:3]=[CH:4][C:5]2[NH:11][C:10]3[CH:12]=[CH:13][CH:14]=[CH:15][C:9]=3[C:8](Cl)=[N:7][C:6]=2[CH:17]=1.[CH3:18][N:19]1[CH2:24][CH2:23][NH:22][CH2:21][CH2:20]1.C(N(C(C)C)CC)(C)C. The yield is 0.220. (2) The reactants are [F:1][C:2]1[C:7]([O:8][CH3:9])=[CH:6][C:5]([O:10][CH3:11])=[C:4]([F:12])[C:3]=1[N:13]1[CH2:18][C:17]2[CH:19]=[N:20][C:21]3[N:25](S(C4C=CC=CC=4)(=O)=O)[CH:24]=[CH:23][C:22]=3[C:16]=2[N:15]([CH3:35])[C:14]1=[O:36].[Li+].CC([N-][CH:42]([CH3:44])[CH3:43])C.BrC(Cl)(Cl)C(Br)(Cl)Cl.[O:53]1CC[CH2:55][CH2:54]1. No catalyst specified. The product is [F:1][C:2]1[C:7]([O:8][CH3:9])=[CH:6][C:5]([O:10][CH3:11])=[C:4]([F:12])[C:3]=1[N:13]1[CH2:18][C:17]2[CH:19]=[N:20][C:21]3[NH:25][C:24]([CH:43]4[CH2:42][CH2:44][O:53][CH2:54][CH2:55]4)=[CH:23][C:22]=3[C:16]=2[N:15]([CH3:35])[C:14]1=[O:36]. The yield is 0.813. (3) The catalyst is CN(C=O)C.C(OCC)(=O)C.CCCCCC.C(OCC)(=O)C. The reactants are CN(C(ON1N=NC2C=CC=NC1=2)=[N+](C)C)C.F[P-](F)(F)(F)(F)F.[N+:25]([C:28]1[CH:36]=[CH:35][C:31]([C:32](O)=[O:33])=[C:30]([NH:37][C:38]([NH:40][C:41]2[C:46]([CH3:47])=[CH:45][C:44]([CH3:48])=[CH:43][C:42]=2[CH3:49])=[O:39])[CH:29]=1)([O-:27])=[O:26].Cl.[NH2:51][C@@H:52]([CH:60]1[CH2:65][CH2:64][CH2:63][CH2:62][CH2:61]1)[C:53]([O:55][C:56]([CH3:59])([CH3:58])[CH3:57])=[O:54].C(N(C(C)C)CC)(C)C. The yield is 0.670. The product is [CH:60]1([C@H:52]([NH:51][C:32]([C:31]2[CH:35]=[CH:36][C:28]([N+:25]([O-:27])=[O:26])=[CH:29][C:30]=2[NH:37][C:38]([NH:40][C:41]2[C:46]([CH3:47])=[CH:45][C:44]([CH3:48])=[CH:43][C:42]=2[CH3:49])=[O:39])=[O:33])[C:53]([O:55][C:56]([CH3:59])([CH3:58])[CH3:57])=[O:54])[CH2:61][CH2:62][CH2:63][CH2:64][CH2:65]1. (4) The reactants are [OH:1][C@H:2]([CH3:14])[CH2:3][N:4]1[CH:12]=[N:11][C:10]2[C:5]1=[N:6][CH:7]=[N:8][C:9]=2[NH2:13].CC(C)([O-])C.[Mg+2].CC(C)([O-])C.CC(C)[O-].[Mg+2].CC(C)[O-].C1(C)C=CC(S(O[CH2:45][P:46](=[O:53])([O:50]CC)[O:47]CC)(=O)=O)=CC=1.Br[Si](C)(C)C. The catalyst is CN(C=O)C. The product is [P:46]([CH2:45][O:1][C@H:2]([CH3:14])[CH2:3][N:4]1[CH:12]=[N:11][C:10]2[C:5]1=[N:6][CH:7]=[N:8][C:9]=2[NH2:13])([OH:53])([OH:50])=[O:47]. The yield is 0.635. (5) The reactants are [Cl:1][C:2]1[CH:3]=[C:4]2[C:8](=[CH:9][CH:10]=1)[NH:7][CH:6]=[C:5]2[CH2:11][CH2:12][NH:13][C:14](=[O:23])[C:15]1[CH:20]=[CH:19][C:18]([CH2:21]Cl)=[CH:17][CH:16]=1.[NH:24]1[CH:28]=[CH:27][N:26]=[CH:25]1.[I-].[Na+]. The catalyst is C1COCC1. The product is [N:24]1([CH2:21][C:18]2[CH:19]=[CH:20][C:15]([C:14]([NH:13][CH2:12][CH2:11][C:5]3[C:4]4[C:8](=[CH:9][CH:10]=[C:2]([Cl:1])[CH:3]=4)[NH:7][CH:6]=3)=[O:23])=[CH:16][CH:17]=2)[CH:28]=[CH:27][N:26]=[CH:25]1. The yield is 0.410. (6) The reactants are C(O)(C(F)(F)F)=O.[Cl:8][C:9]1[CH:10]=[C:11]([Cl:39])[C:12]2[C:13]3[CH2:31][CH2:30][N:29](C(OC(C)(C)C)=O)[CH2:28][CH2:27][C:14]=3[N:15]([CH2:18][CH2:19][O:20][C:21]3[CH:26]=[CH:25][CH:24]=[CH:23][CH:22]=3)[C:16]=2[CH:17]=1.[OH-].[Na+]. The catalyst is C(Cl)Cl. The product is [ClH:8].[Cl:8][C:9]1[CH:10]=[C:11]([Cl:39])[C:12]2[C:13]3[CH2:31][CH2:30][NH:29][CH2:28][CH2:27][C:14]=3[N:15]([CH2:18][CH2:19][O:20][C:21]3[CH:26]=[CH:25][CH:24]=[CH:23][CH:22]=3)[C:16]=2[CH:17]=1. The yield is 0.330.